From a dataset of Peptide-MHC class I binding affinity with 185,985 pairs from IEDB/IMGT. Regression. Given a peptide amino acid sequence and an MHC pseudo amino acid sequence, predict their binding affinity value. This is MHC class I binding data. The peptide sequence is ETINEEAADW. The MHC is HLA-A23:01 with pseudo-sequence HLA-A23:01. The binding affinity (normalized) is 0.00681.